From a dataset of Human liver microsome stability data. Regression/Classification. Given a drug SMILES string, predict its absorption, distribution, metabolism, or excretion properties. Task type varies by dataset: regression for continuous measurements (e.g., permeability, clearance, half-life) or binary classification for categorical outcomes (e.g., BBB penetration, CYP inhibition). Dataset: hlm. The result is 0 (unstable in human liver microsomes). The molecule is O=C(NCc1ccc(Br)cc1OC(F)(F)F)c1ccc(OCCC(F)(F)F)nc1.